Dataset: NCI-60 drug combinations with 297,098 pairs across 59 cell lines. Task: Regression. Given two drug SMILES strings and cell line genomic features, predict the synergy score measuring deviation from expected non-interaction effect. Drug 1: C1=C(C(=O)NC(=O)N1)N(CCCl)CCCl. Drug 2: N.N.Cl[Pt+2]Cl. Cell line: PC-3. Synergy scores: CSS=2.10, Synergy_ZIP=-6.61, Synergy_Bliss=-9.41, Synergy_Loewe=-10.8, Synergy_HSA=-8.83.